This data is from Reaction yield outcomes from USPTO patents with 853,638 reactions. The task is: Predict the reaction yield, written as a fraction of the theoretical maximum amount of product (1.0 means a 100% yield; for example, 0.34 means a 34% yield). (1) The reactants are Cl.[Br:2][C:3]1[C:4]([S:9]([CH:12]2[CH2:17][CH2:16][NH:15][CH2:14][CH2:13]2)(=[O:11])=[O:10])=[N:5][CH:6]=[CH:7][CH:8]=1.Br[CH2:19][CH:20]([OH:22])[CH3:21].C([O-])([O-])=O.[K+].[K+]. The catalyst is CC#N. The product is [Br:2][C:3]1[C:4]([S:9]([CH:12]2[CH2:17][CH2:16][N:15]([CH2:19][CH:20]([OH:22])[CH3:21])[CH2:14][CH2:13]2)(=[O:10])=[O:11])=[N:5][CH:6]=[CH:7][CH:8]=1. The yield is 0.690. (2) The reactants are [C:1]1(=[O:14])[C:10]2[C:5](=[CH:6][CH:7]=[CH:8][CH:9]=2)C=[C:3](C(O)=O)[NH:2]1.F[P-](F)(F)(F)(F)F.[N:22]1(OC(N(C)C)=[N+](C)C)[C:26]2N=CC=[CH:30][C:25]=2N=N1.Cl.CN[O:42][CH3:43]. The catalyst is CN(C)C=O. The product is [CH3:43][O:42][N:2]([CH3:3])[C:1]([C:10]1[CH:9]=[CH:8][CH:7]=[C:6]2[C:5]=1[N:22]=[CH:26][CH:25]=[CH:30]2)=[O:14]. The yield is 0.940. (3) The reactants are [C:1](#N)[CH3:2].[OH:4][N:5]1[C:10]([CH3:12])([CH3:11])[CH2:9][CH:8]([O:13][C:14](=[O:21])[C:15]2[CH:20]=[CH:19][CH:18]=[CH:17][CH:16]=2)[CH2:7][C:6]1([CH3:23])[CH3:22].OO.S([O-])([O-])=O.[Na+].[Na+]. The catalyst is O.C(OCC)(=O)C.C1CCCCC1. The product is [CH:2]1([O:4][N:5]2[C:10]([CH3:12])([CH3:11])[CH2:9][CH:8]([O:13][C:14](=[O:21])[C:15]3[CH:20]=[CH:19][CH:18]=[CH:17][CH:16]=3)[CH2:7][C:6]2([CH3:23])[CH3:22])[CH2:1][CH2:8][CH2:7][CH2:6][CH2:22]1. The yield is 0.740. (4) The reactants are F[P-](F)(F)(F)(F)F.N1(O[P+](N(C)C)(N(C)C)N(C)C)C2C=CC=CC=2N=N1.[Cl-].FC(F)(F)C(O)=O.[NH2:36][C:37]1[CH:38]=[C:39]2[C:43](=[CH:44][CH:45]=1)[NH:42][C:41]([C:46]([NH:48][CH2:49][C:50]1[CH:55]=[CH:54][C:53]([Cl:56])=[C:52]([O:57][C:58]3[CH:63]=[C:62]([C:64]#[N:65])[CH:61]=[C:60]([Cl:66])[CH:59]=3)[C:51]=1[F:67])=[O:47])=[CH:40]2.[CH3:68][C:69]([O:72][C:73]([N:75]1[CH2:80][CH2:79][CH:78]([C:81](O)=[O:82])[CH2:77][CH2:76]1)=[O:74])([CH3:71])[CH3:70].C(N(C(C)C)CC)(C)C. The catalyst is CN(C=O)C. The product is [Cl:56][C:53]1[CH:54]=[CH:55][C:50]([CH2:49][NH:48][C:46]([C:41]2[NH:42][C:43]3[C:39]([CH:40]=2)=[CH:38][C:37]([NH:36][C:81]([CH:78]2[CH2:79][CH2:80][N:75]([C:73]([O:72][C:69]([CH3:71])([CH3:70])[CH3:68])=[O:74])[CH2:76][CH2:77]2)=[O:82])=[CH:45][CH:44]=3)=[O:47])=[C:51]([F:67])[C:52]=1[O:57][C:58]1[CH:63]=[C:62]([C:64]#[N:65])[CH:61]=[C:60]([Cl:66])[CH:59]=1. The yield is 0.410. (5) The reactants are [C:1]([OH:8])(=[O:7])[CH2:2][CH2:3][C:4]([OH:6])=[O:5].[F:9][C:10]1[C:11]([CH2:32][NH:33][CH3:34])=[CH:12][N:13]([S:22]([C:25]2[CH:30]=[C:29]([CH3:31])[CH:28]=[CH:27][N:26]=2)(=[O:24])=[O:23])[C:14]=1[C:15]1[C:16]([F:21])=[N:17][CH:18]=[CH:19][CH:20]=1. The catalyst is C(O)C.C(OCC)(=O)C. The product is [C:1]([OH:8])(=[O:7])[CH2:2][CH2:3][C:4]([OH:6])=[O:5].[F:9][C:10]1[C:11]([CH2:32][NH:33][CH3:34])=[CH:12][N:13]([S:22]([C:25]2[CH:30]=[C:29]([CH3:31])[CH:28]=[CH:27][N:26]=2)(=[O:24])=[O:23])[C:14]=1[C:15]1[C:16]([F:21])=[N:17][CH:18]=[CH:19][CH:20]=1. The yield is 0.930. (6) The reactants are [N:1]1[C:10]2[C:5](=[CH:6][C:7]([C:11]3([C:14]4[N:18]5[N:19]=[C:20]([C:23]6[CH:32]=[CH:31][C:26]([C:27]([O:29]C)=[O:28])=[CH:25][CH:24]=6)[CH:21]=[N:22][C:17]5=[N:16][N:15]=4)[CH2:13][CH2:12]3)=[CH:8][CH:9]=2)[CH:4]=[CH:3][CH:2]=1.[OH-].[Li+].Cl. The catalyst is C1COCC1.CO.O.O. The product is [N:1]1[C:10]2[C:5](=[CH:6][C:7]([C:11]3([C:14]4[N:18]5[N:19]=[C:20]([C:23]6[CH:24]=[CH:25][C:26]([C:27]([OH:29])=[O:28])=[CH:31][CH:32]=6)[CH:21]=[N:22][C:17]5=[N:16][N:15]=4)[CH2:12][CH2:13]3)=[CH:8][CH:9]=2)[CH:4]=[CH:3][CH:2]=1. The yield is 0.720. (7) The reactants are C[O:2][C:3]1[CH:4]=[C:5]([N:9]2[CH2:14][CH2:13][NH:12][CH2:11][CH2:10]2)[CH:6]=[CH:7][CH:8]=1.Br.[OH-].[Na+]. No catalyst specified. The product is [OH:2][C:3]1[CH:4]=[C:5]([N:9]2[CH2:14][CH2:13][NH:12][CH2:11][CH2:10]2)[CH:6]=[CH:7][CH:8]=1. The yield is 0.791. (8) The catalyst is CCCC[N+](CCCC)(CCCC)CCCC.[I-].CN(C=O)C.C(OCC)(=O)C. The reactants are [Cl:1][C:2]1[CH:3]=[C:4]([CH:7]=[CH:8][C:9]=1[Cl:10])[CH2:5]Cl.[OH:11][C:12]1[CH:17]=[CH:16][C:15]([N:18]([C:35](=[O:44])/[CH:36]=[CH:37]/[C:38]2[CH:43]=[CH:42][CH:41]=[CH:40][CH:39]=2)[CH2:19][C:20]([N:22]2[CH2:26][CH2:25][C@H:24]([NH:27][C:28](=[O:34])[O:29][C:30]([CH3:33])([CH3:32])[CH3:31])[CH2:23]2)=[O:21])=[CH:14][CH:13]=1.C(=O)([O-])[O-].[Cs+].[Cs+]. The product is [Cl:1][C:2]1[CH:3]=[C:4]([CH:7]=[CH:8][C:9]=1[Cl:10])[CH2:5][O:11][C:12]1[CH:17]=[CH:16][C:15]([N:18]([C:35](=[O:44])/[CH:36]=[CH:37]/[C:38]2[CH:43]=[CH:42][CH:41]=[CH:40][CH:39]=2)[CH2:19][C:20]([N:22]2[CH2:26][CH2:25][C@H:24]([NH:27][C:28](=[O:34])[O:29][C:30]([CH3:33])([CH3:32])[CH3:31])[CH2:23]2)=[O:21])=[CH:14][CH:13]=1. The yield is 0.680. (9) The reactants are [C:1]([O:5][C:6]([N:8]1[CH2:13][CH2:12][N:11]([CH2:14][CH2:15]O)[CH2:10][CH2:9]1)=[O:7])([CH3:4])([CH3:3])[CH3:2].C(N(CC)CC)C.CS(Cl)(=O)=O.[F:29][C:30]1[C:39]([F:40])=[CH:38][C:33]2[N:34]=[C:35]([SH:37])[NH:36][C:32]=2[CH:31]=1.C(=O)([O-])[O-].[K+].[K+].C1OCCOCCOCCOCCOCCOC1. The catalyst is C1COCC1.CN(C)C1C=CN=CC=1. The product is [C:1]([O:5][C:6]([N:8]1[CH2:13][CH2:12][N:11]([CH2:14][CH2:15][S:37][C:35]2[NH:36][C:32]3[CH:31]=[C:30]([F:29])[C:39]([F:40])=[CH:38][C:33]=3[N:34]=2)[CH2:10][CH2:9]1)=[O:7])([CH3:4])([CH3:3])[CH3:2]. The yield is 0.680.